Task: Predict the product of the given reaction.. Dataset: Forward reaction prediction with 1.9M reactions from USPTO patents (1976-2016) (1) Given the reactants [O:1]=[C:2]1[CH2:7][CH2:6][N:5]([C:8]2[CH:13]=[CH:12][C:11]([N:14]3[CH2:18][C@H:17]([CH2:19][NH:20][C:21](=[O:23])[CH3:22])[O:16][C:15]3=[O:24])=[CH:10][C:9]=2[F:25])[CH2:4][C:3]1([CH3:27])[CH3:26].[CH3:28][Li], predict the reaction product. The product is: [CH3:26][C:3]1([CH3:27])[C:2]([CH3:28])([OH:1])[CH2:7][CH2:6][N:5]([C:8]2[CH:13]=[CH:12][C:11]([N:14]3[CH2:18][C@H:17]([CH2:19][NH:20][C:21](=[O:23])[CH3:22])[O:16][C:15]3=[O:24])=[CH:10][C:9]=2[F:25])[CH2:4]1. (2) Given the reactants [Cl:1][CH2:2]/[CH:3]=[CH:4]/[B:5]([OH:7])[OH:6].O[C:9]([C:12](O)([CH3:14])[CH3:13])([CH3:11])[CH3:10].S([O-])([O-])(=O)=O.[Mg+2], predict the reaction product. The product is: [Cl:1][CH2:2]/[CH:3]=[CH:4]/[B:5]1[O:7][C:12]([CH3:14])([CH3:13])[C:9]([CH3:11])([CH3:10])[O:6]1. (3) Given the reactants [F:1][C:2]([F:21])([F:20])[C:3]1[CH:8]=[C:7]([C:9]([F:12])([F:11])[F:10])[CH:6]=[CH:5][C:4]=1[C:13]1[CH:17]=[C:16]([CH2:18]Cl)[O:15][N:14]=1.[F:22][C:23]1[CH:28]=[C:27]([F:29])[C:26]([F:30])=[CH:25][C:24]=1[C:31]1[N:39]=[C:34]2[CH:35]=[N:36][NH:37][CH:38]=[C:33]2[N:32]=1, predict the reaction product. The product is: [F:1][C:2]([F:21])([F:20])[C:3]1[CH:8]=[C:7]([C:9]([F:12])([F:11])[F:10])[CH:6]=[CH:5][C:4]=1[C:13]1[CH:17]=[C:16]([CH2:18][N:36]2[CH:35]=[C:34]3[N:39]=[C:31]([C:24]4[CH:25]=[C:26]([F:30])[C:27]([F:29])=[CH:28][C:23]=4[F:22])[N:32]=[C:33]3[CH:38]=[N:37]2)[O:15][N:14]=1. (4) Given the reactants [CH:1]1([C:4]2[C:5]([O:13][CH2:14][C:15]([F:18])([F:17])[F:16])=[CH:6][C:7]([C:10]([OH:12])=O)=[N:8][CH:9]=2)[CH2:3][CH2:2]1.[CH:19]1([C:22]([NH2:30])([C:24]2[N:28]=[C:27]([CH3:29])[O:26][N:25]=2)[CH3:23])[CH2:21][CH2:20]1, predict the reaction product. The product is: [CH:19]1([C:22]([NH:30][C:10]([C:7]2[CH:6]=[C:5]([O:13][CH2:14][C:15]([F:18])([F:17])[F:16])[C:4]([CH:1]3[CH2:2][CH2:3]3)=[CH:9][N:8]=2)=[O:12])([C:24]2[N:28]=[C:27]([CH3:29])[O:26][N:25]=2)[CH3:23])[CH2:21][CH2:20]1. (5) Given the reactants Br[C:2]1[CH:3]=[CH:4][C:5]([C:8]2[CH:12]([CH2:13][OH:14])[CH:11]([CH2:15][OH:16])[O:10][N:9]=2)=[N:6][CH:7]=1.[F:17][C:18]1[CH:19]=[C:20]([N:38]2[CH2:42][C@H:41]([CH2:43][N:44]3[CH:48]=[CH:47][N:46]=[N:45]3)[O:40][C:39]2=[O:49])[CH:21]=[CH:22][C:23]=1C1C=[N+]([O-])C(C2CC(CO)ON=2)=CC=1.C(=O)([O-])[O-].[K+].[K+].O, predict the reaction product. The product is: [OH:14][CH2:13][CH:12]1[CH:11]([CH2:15][OH:16])[O:10][N:9]=[C:8]1[C:5]1[N:6]=[CH:7][C:2]([C:23]2[CH:22]=[CH:21][C:20]([N:38]3[CH2:42][CH:41]([CH2:43][N:44]4[CH:48]=[CH:47][N:46]=[N:45]4)[O:40][C:39]3=[O:49])=[CH:19][C:18]=2[F:17])=[CH:3][CH:4]=1.